Dataset: NCI-60 drug combinations with 297,098 pairs across 59 cell lines. Task: Regression. Given two drug SMILES strings and cell line genomic features, predict the synergy score measuring deviation from expected non-interaction effect. (1) Drug 1: CC(C1=C(C=CC(=C1Cl)F)Cl)OC2=C(N=CC(=C2)C3=CN(N=C3)C4CCNCC4)N. Drug 2: CC1=C(C(CCC1)(C)C)C=CC(=CC=CC(=CC(=O)O)C)C. Cell line: SNB-19. Synergy scores: CSS=-1.49, Synergy_ZIP=0.281, Synergy_Bliss=-0.580, Synergy_Loewe=-7.04, Synergy_HSA=-5.00. (2) Cell line: A549. Drug 2: C1CNP(=O)(OC1)N(CCCl)CCCl. Synergy scores: CSS=4.64, Synergy_ZIP=-1.95, Synergy_Bliss=-1.93, Synergy_Loewe=-5.73, Synergy_HSA=-2.58. Drug 1: CS(=O)(=O)C1=CC(=C(C=C1)C(=O)NC2=CC(=C(C=C2)Cl)C3=CC=CC=N3)Cl. (3) Drug 1: C1=CC(=CC=C1CCC2=CNC3=C2C(=O)NC(=N3)N)C(=O)NC(CCC(=O)O)C(=O)O. Drug 2: C1=NC2=C(N1)C(=S)N=CN2. Cell line: SF-268. Synergy scores: CSS=14.2, Synergy_ZIP=-10.7, Synergy_Bliss=-17.6, Synergy_Loewe=-17.6, Synergy_HSA=-15.6. (4) Drug 1: CC1=CC2C(CCC3(C2CCC3(C(=O)C)OC(=O)C)C)C4(C1=CC(=O)CC4)C. Drug 2: CN(CCCl)CCCl.Cl. Cell line: MOLT-4. Synergy scores: CSS=46.6, Synergy_ZIP=-1.93, Synergy_Bliss=1.46, Synergy_Loewe=-32.9, Synergy_HSA=1.56. (5) Drug 1: C1CCC(C1)C(CC#N)N2C=C(C=N2)C3=C4C=CNC4=NC=N3. Drug 2: CCCCCOC(=O)NC1=NC(=O)N(C=C1F)C2C(C(C(O2)C)O)O. Cell line: SK-MEL-2. Synergy scores: CSS=8.32, Synergy_ZIP=7.38, Synergy_Bliss=12.5, Synergy_Loewe=5.26, Synergy_HSA=6.51. (6) Drug 1: CC1C(C(CC(O1)OC2CC(CC3=C2C(=C4C(=C3O)C(=O)C5=C(C4=O)C(=CC=C5)OC)O)(C(=O)CO)O)N)O.Cl. Drug 2: B(C(CC(C)C)NC(=O)C(CC1=CC=CC=C1)NC(=O)C2=NC=CN=C2)(O)O. Cell line: SK-OV-3. Synergy scores: CSS=39.1, Synergy_ZIP=0.527, Synergy_Bliss=-1.53, Synergy_Loewe=-13.5, Synergy_HSA=-1.28. (7) Drug 1: CCC(=C(C1=CC=CC=C1)C2=CC=C(C=C2)OCCN(C)C)C3=CC=CC=C3.C(C(=O)O)C(CC(=O)O)(C(=O)O)O. Drug 2: C1=CN(C=N1)CC(O)(P(=O)(O)O)P(=O)(O)O. Cell line: HT29. Synergy scores: CSS=2.41, Synergy_ZIP=3.97, Synergy_Bliss=-0.491, Synergy_Loewe=-1.67, Synergy_HSA=-1.12. (8) Drug 1: CNC(=O)C1=CC=CC=C1SC2=CC3=C(C=C2)C(=NN3)C=CC4=CC=CC=N4. Drug 2: CS(=O)(=O)OCCCCOS(=O)(=O)C. Cell line: HCT116. Synergy scores: CSS=8.34, Synergy_ZIP=-8.42, Synergy_Bliss=-4.67, Synergy_Loewe=-8.37, Synergy_HSA=-3.19. (9) Drug 1: CCC1=C2CN3C(=CC4=C(C3=O)COC(=O)C4(CC)O)C2=NC5=C1C=C(C=C5)O. Drug 2: C1=NNC2=C1C(=O)NC=N2. Cell line: NCI-H322M. Synergy scores: CSS=4.43, Synergy_ZIP=-2.46, Synergy_Bliss=-3.38, Synergy_Loewe=-16.7, Synergy_HSA=-3.45.